Task: Predict the reaction yield, written as a fraction of the theoretical maximum amount of product (1.0 means a 100% yield; for example, 0.34 means a 34% yield).. Dataset: Reaction yield outcomes from USPTO patents with 853,638 reactions The product is [CH3:35][O:36][C:37]1[CH:42]=[CH:41][C:40]([C:7]2[C:8]([CH3:32])([CH3:31])[NH:9][C:10](=[O:30])[C:11]=2[C:12]2[CH:13]=[CH:14][C:15]([O:18][CH2:19][C:20]3[CH:29]=[CH:28][C:27]4[C:22](=[CH:23][CH:24]=[CH:25][CH:26]=4)[N:21]=3)=[CH:16][CH:17]=2)=[CH:39][CH:38]=1. The yield is 0.0700. The reactants are FC(F)(F)S(O[C:7]1[C:8]([CH3:32])([CH3:31])[NH:9][C:10](=[O:30])[C:11]=1[C:12]1[CH:17]=[CH:16][C:15]([O:18][CH2:19][C:20]2[CH:29]=[CH:28][C:27]3[C:22](=[CH:23][CH:24]=[CH:25][CH:26]=3)[N:21]=2)=[CH:14][CH:13]=1)(=O)=O.[CH3:35][O:36][C:37]1[CH:42]=[CH:41][C:40](B(O)O)=[CH:39][CH:38]=1.C([O-])([O-])=O.[Na+].[Na+]. The catalyst is O1CCOCC1.O.C1C=CC([P]([Pd]([P](C2C=CC=CC=2)(C2C=CC=CC=2)C2C=CC=CC=2)([P](C2C=CC=CC=2)(C2C=CC=CC=2)C2C=CC=CC=2)[P](C2C=CC=CC=2)(C2C=CC=CC=2)C2C=CC=CC=2)(C2C=CC=CC=2)C2C=CC=CC=2)=CC=1.